Predict which catalyst facilitates the given reaction. From a dataset of Catalyst prediction with 721,799 reactions and 888 catalyst types from USPTO. Reactant: [CH3:1][C:2]1([CH3:17])[CH2:8][CH2:7][C:6](=O)[NH:5][C:4]2[CH:10]=[CH:11][C:12]([N+:14]([O-:16])=[O:15])=[CH:13][C:3]1=2.CO. Product: [CH3:1][C:2]1([CH3:17])[CH2:8][CH2:7][CH2:6][NH:5][C:4]2[CH:10]=[CH:11][C:12]([N+:14]([O-:16])=[O:15])=[CH:13][C:3]1=2. The catalyst class is: 1.